Task: Regression. Given a peptide amino acid sequence and an MHC pseudo amino acid sequence, predict their binding affinity value. This is MHC class I binding data.. Dataset: Peptide-MHC class I binding affinity with 185,985 pairs from IEDB/IMGT (1) The peptide sequence is IVCSKTVKNV. The MHC is HLA-A02:03 with pseudo-sequence HLA-A02:03. The binding affinity (normalized) is 0.425. (2) The peptide sequence is YDRLASTVI. The MHC is HLA-B58:01 with pseudo-sequence HLA-B58:01. The binding affinity (normalized) is 0.0847. (3) The peptide sequence is ESTINLLPY. The MHC is HLA-B08:02 with pseudo-sequence HLA-B08:02. The binding affinity (normalized) is 0.0847. (4) The peptide sequence is KEAVNHFHL. The MHC is HLA-A68:02 with pseudo-sequence HLA-A68:02. The binding affinity (normalized) is 0.0847. (5) The peptide sequence is GESSRCYSI. The MHC is HLA-B40:01 with pseudo-sequence HLA-B40:01. The binding affinity (normalized) is 0.409. (6) The peptide sequence is FLSDSEAEA. The MHC is HLA-A02:01 with pseudo-sequence HLA-A02:01. The binding affinity (normalized) is 0.910. (7) The peptide sequence is RLAVYIDKV. The MHC is HLA-A02:06 with pseudo-sequence HLA-A02:06. The binding affinity (normalized) is 0.755. (8) The MHC is HLA-A02:03 with pseudo-sequence HLA-A02:03. The binding affinity (normalized) is 0.0847. The peptide sequence is APPHGGIAF.